Dataset: Peptide-MHC class I binding affinity with 185,985 pairs from IEDB/IMGT. Task: Regression. Given a peptide amino acid sequence and an MHC pseudo amino acid sequence, predict their binding affinity value. This is MHC class I binding data. (1) The binding affinity (normalized) is 0.0847. The MHC is HLA-B44:02 with pseudo-sequence HLA-B44:02. The peptide sequence is YIDNTTSWY. (2) The peptide sequence is ATGITQAPI. The MHC is H-2-Db with pseudo-sequence H-2-Db. The binding affinity (normalized) is 0.0813. (3) The peptide sequence is RETVIEYLV. The MHC is Patr-B2401 with pseudo-sequence Patr-B2401. The binding affinity (normalized) is 0.390. (4) The peptide sequence is DEYGPVFVE. The MHC is HLA-B18:01 with pseudo-sequence HLA-B18:01. The binding affinity (normalized) is 0.587. (5) The peptide sequence is ALPPRAYAM. The MHC is Patr-A0901 with pseudo-sequence Patr-A0901. The binding affinity (normalized) is 0.0186.